This data is from Full USPTO retrosynthesis dataset with 1.9M reactions from patents (1976-2016). The task is: Predict the reactants needed to synthesize the given product. (1) Given the product [F:25][C:24]1[C:19]([CH2:18][O:17][C:15]2[CH:14]=[CH:13][C:12]([CH3:26])=[C:11]([N:10]3[C:8](=[O:9])[C:3]4[N:4]=[CH:5][CH:6]=[CH:7][C:2]=4[NH:1][C:32]3=[O:33])[CH:16]=2)=[N:20][CH:21]=[CH:22][CH:23]=1, predict the reactants needed to synthesize it. The reactants are: [NH2:1][C:2]1[C:3]([C:8]([NH:10][C:11]2[CH:16]=[C:15]([O:17][CH2:18][C:19]3[C:24]([F:25])=[CH:23][CH:22]=[CH:21][N:20]=3)[CH:14]=[CH:13][C:12]=2[CH3:26])=[O:9])=[N:4][CH:5]=[CH:6][CH:7]=1.C1N=CN([C:32](N2C=NC=C2)=[O:33])C=1.C1CCN2C(=NCCC2)CC1. (2) Given the product [CH3:19][S:20]([O:1][CH2:2][CH2:3][N:4]1[CH:8]=[C:7]([C:9]2[CH:14]=[C:13]([C:15]([O:17][CH3:18])=[O:16])[CH:12]=[CH:11][N:10]=2)[N:6]=[CH:5]1)(=[O:22])=[O:21], predict the reactants needed to synthesize it. The reactants are: [OH:1][CH2:2][CH2:3][N:4]1[CH:8]=[C:7]([C:9]2[CH:14]=[C:13]([C:15]([O:17][CH3:18])=[O:16])[CH:12]=[CH:11][N:10]=2)[N:6]=[CH:5]1.[CH3:19][S:20](Cl)(=[O:22])=[O:21].CO. (3) The reactants are: O[CH:2]=[C:3]1[C:11]2[C:6](=[CH:7][CH:8]=[CH:9][CH:10]=2)[NH:5][C:4]1=[O:12].[NH2:13][C:14]1[CH:19]=[CH:18][C:17]([S:20]([NH:23][C:24]2[S:25][C:26]([CH3:29])=[N:27][N:28]=2)(=[O:22])=[O:21])=[CH:16][CH:15]=1. Given the product [CH3:29][C:26]1[S:25][C:24]([NH:23][S:20]([C:17]2[CH:18]=[CH:19][C:14]([NH:13]/[CH:2]=[C:3]3\[C:4](=[O:12])[NH:5][C:6]4[C:11]\3=[CH:10][CH:9]=[CH:8][CH:7]=4)=[CH:15][CH:16]=2)(=[O:22])=[O:21])=[N:28][N:27]=1, predict the reactants needed to synthesize it. (4) Given the product [NH2:12][C:13]1[C:14]2[C:21]([C:22]([C:24]3[CH:29]=[C:28]([NH:30][S:8]([C:3]4[CH:4]=[CH:5][CH:6]=[CH:7][C:2]=4[F:1])(=[O:10])=[O:9])[CH:27]=[CH:26][N:25]=3)=[O:23])=[CH:20][N:19]([CH:31]([CH3:33])[CH3:32])[C:15]=2[N:16]=[CH:17][N:18]=1, predict the reactants needed to synthesize it. The reactants are: [F:1][C:2]1[CH:7]=[CH:6][CH:5]=[CH:4][C:3]=1[S:8](Cl)(=[O:10])=[O:9].[NH2:12][C:13]1[C:14]2[C:21]([C:22]([C:24]3[CH:29]=[C:28]([NH2:30])[CH:27]=[CH:26][N:25]=3)=[O:23])=[CH:20][N:19]([CH:31]([CH3:33])[CH3:32])[C:15]=2[N:16]=[CH:17][N:18]=1.NC1C2C(C(C3C=CN=C(NS(C4C=CC=CC=4F)(=O)=O)C=3)=O)=CN(C(C)C)C=2N=CN=1. (5) Given the product [S:1]1[CH:5]=[C:4]([CH:6]2[O:7][CH:9]=[N:8][CH:10]2[S:11]([C:14]2[CH:19]=[CH:18][C:17]([CH3:20])=[CH:16][CH:15]=2)(=[O:13])=[O:12])[N:3]=[CH:2]1, predict the reactants needed to synthesize it. The reactants are: [S:1]1[CH:5]=[C:4]([CH:6]=[O:7])[N:3]=[CH:2]1.[N+:8]([CH2:10][S:11]([C:14]1[CH:19]=[CH:18][C:17]([CH3:20])=[CH:16][CH:15]=1)(=[O:13])=[O:12])#[C-:9].[C-]#N.[K+].